This data is from Forward reaction prediction with 1.9M reactions from USPTO patents (1976-2016). The task is: Predict the product of the given reaction. (1) Given the reactants [Cl:1][C:2]1[N:3]([S:19]([C:22]2[CH:27]=[CH:26][CH:25]=[CH:24][CH:23]=2)(=[O:21])=[O:20])[C:4]([C:13]2[CH:18]=[CH:17][CH:16]=[CH:15][CH:14]=2)=[C:5]([F:12])[C:6]=1[C:7](OCC)=[O:8].[H-].C([Al+]CC(C)C)C(C)C.Cl, predict the reaction product. The product is: [Cl:1][C:2]1[N:3]([S:19]([C:22]2[CH:27]=[CH:26][CH:25]=[CH:24][CH:23]=2)(=[O:21])=[O:20])[C:4]([C:13]2[CH:14]=[CH:15][CH:16]=[CH:17][CH:18]=2)=[C:5]([F:12])[C:6]=1[CH2:7][OH:8]. (2) Given the reactants [CH3:1][NH2:2].Br[CH2:4][C:5]1[CH:10]=[CH:9][C:8]([B:11]2[O:15][C:14]([CH3:17])([CH3:16])[C:13]([CH3:19])([CH3:18])[O:12]2)=[CH:7][C:6]=1[F:20], predict the reaction product. The product is: [F:20][C:6]1[CH:7]=[C:8]([B:11]2[O:15][C:14]([CH3:17])([CH3:16])[C:13]([CH3:19])([CH3:18])[O:12]2)[CH:9]=[CH:10][C:5]=1[CH2:4][NH:2][CH3:1]. (3) Given the reactants [CH2:1]1[N:6](C(OC(C)(C)C)=O)[C@H:5]([C:14]([O:16]C)=O)[CH2:4][N:3]2[CH2:18][CH2:19][CH2:20][C@H:2]12.O.[OH-].[Li+].[ClH:24].Cl.[N:26]1([NH2:35])[C:34]2[C:29](=[CH:30][CH:31]=[CH:32][CH:33]=2)[CH2:28][CH2:27]1.Cl.C(N=C=NCCCN(C)C)C.ON1C2C=CC=CC=2N=N1.C(N(CC)C(C)C)(C)C.C(OCC)(=O)C.Cl, predict the reaction product. The product is: [ClH:24].[ClH:24].[ClH:24].[N:26]1([NH:35][C:14]([C@@H:5]2[CH2:4][N:3]3[CH2:18][CH2:19][CH2:20][C@@H:2]3[CH2:1][NH:6]2)=[O:16])[C:34]2[C:29](=[CH:30][CH:31]=[CH:32][CH:33]=2)[CH2:28][CH2:27]1. (4) Given the reactants [H-].[Na+].[Cl:3][C:4]1[CH:9]=[CH:8][C:7]([C:10]([OH:13])([CH3:12])[CH3:11])=[CH:6][CH:5]=1.[Cl:14][C:15]([Cl:19])([Cl:18])[C:16]#[N:17], predict the reaction product. The product is: [Cl:3][C:4]1[CH:5]=[CH:6][C:7]([C:10]([O:13][C:16](=[NH:17])[C:15]([Cl:19])([Cl:18])[Cl:14])([CH3:11])[CH3:12])=[CH:8][CH:9]=1.[Cl:3][C:4]1[CH:5]=[CH:6][C:7]([C:10]([OH:13])([CH3:11])[CH3:12])=[CH:8][CH:9]=1. (5) Given the reactants Br[C:2]1[CH:7]=[CH:6][C:5]([CH:8]2[N:12]([C:13]3[CH:18]=[CH:17][CH:16]=[CH:15][C:14]=3[Cl:19])[N:11]=[C:10]([C:20]([C:26]([F:29])([F:28])[F:27])([C:22]([F:25])([F:24])[F:23])[OH:21])[CH2:9]2)=[C:4]([F:30])[CH:3]=1.[CH3:31][S:32][C:33]1[CH:34]=[C:35](B(O)O)[CH:36]=[CH:37][CH:38]=1.C(=O)([O-])[O-].[K+].[K+], predict the reaction product. The product is: [Cl:19][C:14]1[CH:15]=[CH:16][CH:17]=[CH:18][C:13]=1[N:12]1[CH:8]([C:5]2[CH:6]=[CH:7][C:2]([C:37]3[CH:36]=[CH:35][CH:34]=[C:33]([S:32][CH3:31])[CH:38]=3)=[CH:3][C:4]=2[F:30])[CH2:9][C:10]([C:20]([C:26]([F:27])([F:28])[F:29])([C:22]([F:23])([F:24])[F:25])[OH:21])=[N:11]1.